This data is from Experimentally validated miRNA-target interactions with 360,000+ pairs, plus equal number of negative samples. The task is: Binary Classification. Given a miRNA mature sequence and a target amino acid sequence, predict their likelihood of interaction. The miRNA is hsa-miR-559 with sequence UAAAGUAAAUAUGCACCAAAA. The protein sequence of the target gene is MGDWSALGKLLDKVQAYSTAGGKVWLSVLFIFRILLLGTAVESAWGDEQSAFRCNTQQPGCENVCYDKSFPISHVRFWVLQIIFVSVPTLLYLAHVFYVMRKEEKLNKKEEELKVAQTDGVNVEMHLKQIEIKKFKYGIEEHGKVKMRGGLLRTYIISILFKSVFEVAFLLIQWYIYGFSLSAVYTCKRDPCPHQVDCFLSRPTEKTIFIIFMLVVSLVSLALNIIELFYVFFKGVKDRVKGRSDPYHATTGPLSPSKDCGSPKYAYFNGCSSPTAPLSPMSPPGYKLVTGDRNNSSCRN.... Result: 0 (no interaction).